From a dataset of Reaction yield outcomes from USPTO patents with 853,638 reactions. Predict the reaction yield, written as a fraction of the theoretical maximum amount of product (1.0 means a 100% yield; for example, 0.34 means a 34% yield). (1) The reactants are [Li+].CC([N-]C(C)C)C.[Cl:9][C:10]1[N:15]=[C:14]([Cl:16])[CH:13]=[C:12]([CH3:17])[N:11]=1.[CH3:18][C:19]([CH3:23])=[CH:20][CH2:21]Br.O. The catalyst is C1COCC1.C(OCC)(=O)C. The product is [Cl:9][C:10]1[N:15]=[C:14]([Cl:16])[CH:13]=[C:12]([CH2:17][CH2:21][CH:20]=[C:19]([CH3:23])[CH3:18])[N:11]=1. The yield is 0.740. (2) The reactants are [ClH:1].[CH2:2]([C:5]1[N:6]=[C:7]([NH2:10])[NH:8][CH:9]=1)[C:3]#[CH:4].[N:11]([CH2:14][C:15]1[CH:19]=[CH:18][O:17][CH:16]=1)=[N+:12]=[N-:13]. No catalyst specified. The product is [ClH:1].[O:17]1[CH:18]=[CH:19][C:15]([CH2:14][N:11]2[CH:4]=[C:3]([CH2:2][C:5]3[N:6]=[C:7]([NH2:10])[NH:8][CH:9]=3)[N:13]=[N:12]2)=[CH:16]1. The yield is 0.430. (3) The reactants are C(O/[CH:4]=[CH:5]/[C:6]([NH:8][C:9]1[CH:14]=[CH:13][CH:12]=[C:11]([F:15])[C:10]=1[O:16][CH3:17])=[O:7])C.OS(O)(=O)=O.N. No catalyst specified. The product is [F:15][C:11]1[C:10]([O:16][CH3:17])=[C:9]2[C:14]([CH:4]=[CH:5][C:6]([OH:7])=[N:8]2)=[CH:13][CH:12]=1. The yield is 0.870. (4) The reactants are [CH3:1][C:2]1[N:7]=[C:6]([N:8]([C:16]([O:18][C:19]([CH3:22])([CH3:21])[CH3:20])=[O:17])[C:9]([O:11][C:12]([CH3:15])([CH3:14])[CH3:13])=[O:10])[CH:5]=[C:4]([C:23]2[CH:28]=[CH:27][N:26]=[CH:25][C:24]=2[NH2:29])[CH:3]=1.[NH2:30][C:31]1[C:32]([C:38](O)=[O:39])=[N:33][C:34]([Br:37])=[CH:35][CH:36]=1.C(Cl)CCl.C1C=NC2N(O)N=NC=2C=1. The catalyst is CN1C(=O)CCC1. The product is [NH2:30][C:31]1[C:32]([C:38]([NH:29][C:24]2[CH:25]=[N:26][CH:27]=[CH:28][C:23]=2[C:4]2[CH:3]=[C:2]([CH3:1])[N:7]=[C:6]([N:8]([C:16]([O:18][C:19]([CH3:22])([CH3:20])[CH3:21])=[O:17])[C:9]([O:11][C:12]([CH3:13])([CH3:14])[CH3:15])=[O:10])[CH:5]=2)=[O:39])=[N:33][C:34]([Br:37])=[CH:35][CH:36]=1. The yield is 0.350. (5) The reactants are [CH3:1][C:2]1[CH:3]=[CH:4][C:5]([OH:24])=[C:6]([C@@H:8]([C:18]2[CH:19]=[CH:20][CH:21]=[CH:22][CH:23]=2)[CH2:9][CH2:10][N:11]([CH:15]([CH3:17])[CH3:16])[CH:12]([CH3:14])[CH3:13])[CH:7]=1.[OH:25][C:26]1[C:35]2[C:30](=[CH:31][CH:32]=[CH:33][CH:34]=2)[CH:29]=[CH:28][C:27]=1[C:36]([OH:38])=[O:37]. The catalyst is CC(C)=O. The product is [CH3:1][C:2]1[CH:3]=[CH:4][C:5]([OH:24])=[C:6]([C@@H:8]([C:18]2[CH:19]=[CH:20][CH:21]=[CH:22][CH:23]=2)[CH2:9][CH2:10][N:11]([CH:12]([CH3:14])[CH3:13])[CH:15]([CH3:16])[CH3:17])[CH:7]=1.[OH:25][C:26]1[C:35]2[C:30](=[CH:31][CH:32]=[CH:33][CH:34]=2)[CH:29]=[CH:28][C:27]=1[C:36]([O-:38])=[O:37]. The yield is 0.841. (6) The reactants are [C:1]([O:5][C:6]([NH:8][C@@H:9]([C:11]([OH:13])=O)[CH3:10])=[O:7])([CH3:4])([CH3:3])[CH3:2].CN1CCOCC1.C(OC(Cl)=O)C(C)C.[CH3:29][O:30][C:31](=[O:51])[C@H:32]([NH:42][CH2:43][C:44]1[CH:49]=[CH:48][C:47]([F:50])=[CH:46][CH:45]=1)[CH2:33][O:34][CH2:35][C:36]1[CH:41]=[CH:40][CH:39]=[CH:38][CH:37]=1. The catalyst is O1CCCC1.C(OCC)(=O)C. The product is [CH3:29][O:30][C:31](=[O:51])[C@H:32]([N:42]([CH2:43][C:44]1[CH:49]=[CH:48][C:47]([F:50])=[CH:46][CH:45]=1)[C:11]([C@@H:9]([NH:8][C:6]([O:5][C:1]([CH3:2])([CH3:3])[CH3:4])=[O:7])[CH3:10])=[O:13])[CH2:33][O:34][CH2:35][C:36]1[CH:41]=[CH:40][CH:39]=[CH:38][CH:37]=1. The yield is 0.630. (7) The reactants are [CH:1]1([N:6]2[CH2:11][CH2:10][N:9]([C:12]([C:14]3[CH:15]=[C:16]4[C:20](=[CH:21][CH:22]=3)[NH:19][C:18]([C:23]([N:25]3[CH2:30][CH2:29][C:28]([F:32])([F:31])[CH2:27][CH2:26]3)=[O:24])=[CH:17]4)=[O:13])[CH2:8][CH2:7]2)[CH2:5][CH2:4][CH2:3][CH2:2]1.[CH3:33][C:34]1[CH:39]=[CH:38][C:37](B(O)O)=[CH:36][CH:35]=1.N1C=CC=CC=1. The catalyst is ClCCl.C([O-])(=O)C.[Cu+2].C([O-])(=O)C. The product is [CH:1]1([N:6]2[CH2:7][CH2:8][N:9]([C:12]([C:14]3[CH:15]=[C:16]4[C:20](=[CH:21][CH:22]=3)[N:19]([C:37]3[CH:38]=[CH:39][C:34]([CH3:33])=[CH:35][CH:36]=3)[C:18]([C:23]([N:25]3[CH2:26][CH2:27][C:28]([F:31])([F:32])[CH2:29][CH2:30]3)=[O:24])=[CH:17]4)=[O:13])[CH2:10][CH2:11]2)[CH2:5][CH2:4][CH2:3][CH2:2]1. The yield is 0.890. (8) The reactants are [C:1]1([CH2:7][C:8]([C:10]2[CH:11]=[C:12]([CH:15]=[CH:16][CH:17]=2)[C:13]#[N:14])=O)[CH:6]=[CH:5][CH:4]=[CH:3][CH:2]=1.[CH2:18]([O:20][C:21]1[CH:22]=[C:23]([CH:26]=[C:27]([N+:30]([O-:32])=[O:31])[C:28]=1[OH:29])[CH:24]=O)[CH3:19].[NH2:33][C:34]([NH2:36])=[O:35].Cl. The catalyst is C(O)C. The product is [CH2:18]([O:20][C:21]1[CH:22]=[C:23]([CH:24]2[NH:36][C:34](=[O:35])[NH:33][C:8]([C:10]3[CH:11]=[C:12]([CH:15]=[CH:16][CH:17]=3)[C:13]#[N:14])=[C:7]2[C:1]2[CH:6]=[CH:5][CH:4]=[CH:3][CH:2]=2)[CH:26]=[C:27]([N+:30]([O-:32])=[O:31])[C:28]=1[OH:29])[CH3:19]. The yield is 0.0880.